Dataset: Drug half-life prediction data from Obach et al.. Task: Regression/Classification. Given a drug SMILES string, predict its absorption, distribution, metabolism, or excretion properties. Task type varies by dataset: regression for continuous measurements (e.g., permeability, clearance, half-life) or binary classification for categorical outcomes (e.g., BBB penetration, CYP inhibition). For this dataset (half_life_obach), we predict log10(half-life) (log10 of half-life in hours). (1) The drug is CC1(C)S[C@@H]2[C@H](NC(=O)COc3ccccc3)C(=O)N2[C@H]1C(=O)O. The log10(half-life) is -0.0800. (2) The drug is Nc1ncn([C@@H]2O[C@H](CO)[C@@H](O)[C@H]2O)c(=O)n1. The log10(half-life) is -0.440. (3) The molecule is Fc1ccc([C@@H]2CCNC[C@H]2COc2ccc3c(c2)OCO3)cc1. The log10(half-life) is 1.11. (4) The drug is CC(C)c1cccc(C(C)C)c1O. The log10(half-life) is 0.510. (5) The molecule is CC(C)c1nc(N(C)S(C)(=O)=O)nc(-c2ccc(F)cc2)c1/C=C/[C@@H](O)C[C@@H](O)CC(=O)O. The log10(half-life) is 0.300. (6) The molecule is C[C@H](Cn1cnc2c(N)ncnc21)OCP(=O)(O)O. The log10(half-life) is 0.760. (7) The compound is CN[C@@H]1CCc2[nH]c3ccc(C(N)=O)cc3c2C1. The log10(half-life) is 1.38.